This data is from Reaction yield outcomes from USPTO patents with 853,638 reactions. The task is: Predict the reaction yield, written as a fraction of the theoretical maximum amount of product (1.0 means a 100% yield; for example, 0.34 means a 34% yield). (1) The reactants are [NH2:1][CH2:2][CH2:3][O:4][CH2:5][CH2:6][O:7][CH2:8][CH2:9][O:10][CH2:11][CH2:12][NH:13][S:14]([C:17]1[CH:22]=[CH:21][CH:20]=[C:19]([CH:23]2[C:32]3[C:27](=[C:28]([Cl:34])[CH:29]=[C:30]([Cl:33])[CH:31]=3)[CH2:26][N:25]([CH3:35])[CH2:24]2)[CH:18]=1)(=[O:16])=[O:15].[CH2:36]([N:38]([CH2:41][CH3:42])[CH2:39][CH3:40])C.[O:43]([CH2:55][C:56]([O:58]N1C(=O)CCC1=O)=O)[CH2:44][C:45]([O:47]N1C(=O)CCC1=O)=O. The catalyst is CN(C=O)C. The product is [O:43]([CH2:55][C:56]([NH:1][CH2:2][CH2:3][O:58][CH2:56][CH2:55][O:43][CH2:44][CH2:45][O:47][CH2:11][CH2:12][NH:13][S:14]([C:17]1[CH:22]=[CH:21][CH:20]=[C:19]([CH:40]2[C:32]3[C:42](=[C:28]([Cl:34])[CH:29]=[C:30]([Cl:33])[CH:31]=3)[CH2:41][N:38]([CH3:36])[CH2:39]2)[CH:18]=1)(=[O:16])=[O:15])=[O:58])[CH2:44][C:45]([NH:1][CH2:2][CH2:3][O:4][CH2:5][CH2:6][O:7][CH2:8][CH2:9][O:10][CH2:11][CH2:12][NH:13][S:14]([C:17]1[CH:22]=[CH:21][CH:20]=[C:19]([CH:23]2[C:32]3[C:27](=[C:28]([Cl:34])[CH:29]=[C:30]([Cl:33])[CH:31]=3)[CH2:26][N:25]([CH3:35])[CH2:24]2)[CH:18]=1)(=[O:16])=[O:15])=[O:47]. The yield is 0.440. (2) The reactants are CS(C)=O.C(Cl)(=O)C(Cl)=O.[Cl:11][C:12]1[CH:28]=[C:27]([Cl:29])[CH:26]=[CH:25][C:13]=1[CH2:14][N:15]1[C:19]([CH2:20][OH:21])=[CH:18][C:17]([CH:22]([CH3:24])[CH3:23])=[N:16]1.C(N(CC)CC)C. The catalyst is ClCCl. The product is [Cl:11][C:12]1[CH:28]=[C:27]([Cl:29])[CH:26]=[CH:25][C:13]=1[CH2:14][N:15]1[C:19]([CH:20]=[O:21])=[CH:18][C:17]([CH:22]([CH3:24])[CH3:23])=[N:16]1. The yield is 0.900. (3) The reactants are [OH-].[Na+].[O:3]=[C:4]1[CH2:9][N:8](C(=O)C(F)(F)F)[CH2:7][CH2:6][N:5]1[C:16]1[CH:21]=[CH:20][C:19]([S:22]([NH:25][C:26]2[S:27][CH:28]=[CH:29][N:30]=2)(=[O:24])=[O:23])=[CH:18][CH:17]=1.Cl. The catalyst is O. The product is [O:3]=[C:4]1[CH2:9][NH:8][CH2:7][CH2:6][N:5]1[C:16]1[CH:17]=[CH:18][C:19]([S:22]([NH:25][C:26]2[S:27][CH:28]=[CH:29][N:30]=2)(=[O:24])=[O:23])=[CH:20][CH:21]=1. The yield is 0.640. (4) The reactants are [C:1]([O:5][C:6](=[O:37])[NH:7][C:8]1[CH:13]=[CH:12][CH:11]=[C:10]([C:14]2[CH:19]=[CH:18][C:17]([S:20]([N:23]3[CH2:27][CH2:26][CH2:25][CH:24]3[C:28](C)(C)[O:29][SiH2]C(C)(C)C)(=[O:22])=[O:21])=[CH:16][CH:15]=2)[N:9]=1)([CH3:4])([CH3:3])[CH3:2].CCCC[N+](CCCC)(CCCC)CCCC.[F-]. The catalyst is C(Cl)Cl. The product is [C:1]([O:5][C:6](=[O:37])[NH:7][C:8]1[CH:13]=[CH:12][CH:11]=[C:10]([C:14]2[CH:19]=[CH:18][C:17]([S:20]([N:23]3[CH2:27][CH2:26][CH2:25][CH:24]3[CH2:28][OH:29])(=[O:22])=[O:21])=[CH:16][CH:15]=2)[N:9]=1)([CH3:4])([CH3:2])[CH3:3]. The yield is 0.860. (5) The reactants are F[C:2]1[CH:10]=[C:9](F)[CH:8]=[C:7]2[C:3]=1[C:4]([S:12][CH2:13][C:14]([NH:16][C:17]1[CH:21]=[C:20]([CH3:22])[O:19][N:18]=1)=[O:15])=[CH:5][NH:6]2.[OH:23]O. The catalyst is C(O)(C(F)(F)F)C(F)(F)F. The product is [NH:6]1[C:7]2[C:3](=[CH:2][CH:10]=[CH:9][CH:8]=2)[C:4]([S:12]([CH2:13][C:14]([NH:16][C:17]2[CH:21]=[C:20]([CH3:22])[O:19][N:18]=2)=[O:15])=[O:23])=[CH:5]1. The yield is 0.750. (6) The reactants are [C:1]([NH:9][C@H:10]([C:12]([OH:14])=O)[CH3:11])(=[O:8])[C:2]1[CH:7]=[CH:6][CH:5]=[CH:4][CH:3]=1.C(C1NC=CN=1)(C1NC=CN=1)=O.[C:27]([O:30][CH2:31][CH3:32])(=[O:29])[CH3:28].[Li+].CC([N-]C(C)C)C. The catalyst is C1COCC1. The product is [C:1]([NH:9][CH:10]([CH3:11])[C:12](=[O:14])[CH2:28][C:27]([O:30][CH2:31][CH3:32])=[O:29])(=[O:8])[C:2]1[CH:3]=[CH:4][CH:5]=[CH:6][CH:7]=1. The yield is 0.955. (7) The reactants are CC(C)([O-])C.[Na+].[F:7][C:8]([F:17])([F:16])[C:9]1[CH:14]=[CH:13][C:12]([OH:15])=[CH:11][CH:10]=1.[CH3:18][O:19][C:20](=[O:36])[C:21]1[CH:26]=[C:25]([S:27](=[O:33])(=[O:32])[NH:28][CH2:29][CH2:30]Br)[CH:24]=[C:23]([CH3:34])[C:22]=1[CH3:35]. The catalyst is CN(C)C=O.C(OCC)(=O)C. The product is [CH3:18][O:19][C:20](=[O:36])[C:21]1[CH:26]=[C:25]([S:27](=[O:32])(=[O:33])[NH:28][CH2:29][CH2:30][O:15][C:12]2[CH:11]=[CH:10][C:9]([C:8]([F:16])([F:17])[F:7])=[CH:14][CH:13]=2)[CH:24]=[C:23]([CH3:34])[C:22]=1[CH3:35]. The yield is 0.140.